This data is from Full USPTO retrosynthesis dataset with 1.9M reactions from patents (1976-2016). The task is: Predict the reactants needed to synthesize the given product. (1) Given the product [OH:37][CH:34]1[CH2:33][CH2:32][N:31]([C:29](=[O:30])[CH2:28][CH2:27][C:5]2[CH:6]=[CH:7][C:8]([C:10]([N:12]3[CH2:21][C:20]4[CH:19]=[N:18][N:17]([CH3:22])[C:16]=4[NH:15][C:14]4[CH:23]=[CH:24][CH:25]=[CH:26][C:13]3=4)=[O:11])=[CH:9][C:4]=2[CH3:3])[CH2:36][CH2:35]1, predict the reactants needed to synthesize it. The reactants are: [BH4-].[Na+].[CH3:3][C:4]1[CH:9]=[C:8]([C:10]([N:12]2[CH2:21][C:20]3[CH:19]=[N:18][N:17]([CH3:22])[C:16]=3[NH:15][C:14]3[CH:23]=[CH:24][CH:25]=[CH:26][C:13]2=3)=[O:11])[CH:7]=[CH:6][C:5]=1[CH2:27][CH2:28][C:29]([N:31]1[CH2:36][CH2:35][C:34](=[O:37])[CH2:33][CH2:32]1)=[O:30]. (2) Given the product [NH2:21][C:15]1[O:16][CH2:17][C:18]([F:20])([F:19])[C@:13]([C:11]2[CH:10]=[N:9][N:8]([C:4]3[CH:3]=[C:2]([CH:7]=[CH:6][CH:5]=3)[C:23]#[N:24])[CH:12]=2)([CH3:22])[N:14]=1, predict the reactants needed to synthesize it. The reactants are: Br[C:2]1[CH:3]=[C:4]([N:8]2[CH:12]=[C:11]([C@:13]3([CH3:22])[C:18]([F:20])([F:19])[CH2:17][O:16][C:15]([NH2:21])=[N:14]3)[CH:10]=[N:9]2)[CH:5]=[CH:6][CH:7]=1.[CH3:23][N:24](C)C=O. (3) Given the product [C:51]([NH:50][CH:44]1[CH2:45][CH2:46][CH2:47][CH2:48][CH2:49]1)([NH:52][CH:53]1[CH2:58][CH2:57][CH2:56][CH2:55][CH2:54]1)=[O:22], predict the reactants needed to synthesize it. The reactants are: CCCCC[C@H](O)CC[C@H]1[C@H]([OH:22])C[C@H]2[C@@H]1CC1C(C2)=C(OCC(O)=O)C=CC=1.[NH+]1C=CC=CC=1.C(CCOP([O-])([O-])=O)#N.[CH:44]1([N:50]=[C:51]=[N:52][CH:53]2[CH2:58][CH2:57][CH2:56][CH2:55][CH2:54]2)[CH2:49][CH2:48][CH2:47][CH2:46][CH2:45]1. (4) Given the product [OH:46][NH:47][C:10]([C@@H:4]1[C@H:3]([N:2]([CH3:1])[S:13]([C:16]2[CH:21]=[CH:20][C:19]([O:22][CH2:23][C:24]3[CH:33]=[CH:32][C:31]4[C:26](=[CH:27][CH:28]=[CH:29][CH:30]=4)[CH:25]=3)=[CH:18][CH:17]=2)(=[O:15])=[O:14])[C@@H:8]2[CH2:9][C@H:5]1[CH2:6][CH2:7]2)=[O:11], predict the reactants needed to synthesize it. The reactants are: [CH3:1][N:2]([S:13]([C:16]1[CH:21]=[CH:20][C:19]([O:22][CH2:23][C:24]2[CH:33]=[CH:32][C:31]3[C:26](=[CH:27][CH:28]=[CH:29][CH:30]=3)[CH:25]=2)=[CH:18][CH:17]=1)(=[O:15])=[O:14])[CH:3]1[CH:8]2[CH2:9][CH:5]([CH2:6][CH2:7]2)[CH:4]1[C:10](O)=[O:11].Cl.CN(C)CCCN=C=NCC.[OH:46][N:47]1C2C=CC=CC=2N=N1.NO. (5) Given the product [Cl:8][C:4]1[CH:5]=[CH:6][CH:7]=[C:2]([NH:1][C:11]([O:13][CH3:14])=[O:12])[C:3]=1[CH3:9], predict the reactants needed to synthesize it. The reactants are: [NH2:1][C:2]1[C:3]([CH3:9])=[C:4]([Cl:8])[CH:5]=[CH:6][CH:7]=1.Cl[C:11]([O:13][CH3:14])=[O:12].O1CCCC1.